This data is from Peptide-MHC class I binding affinity with 185,985 pairs from IEDB/IMGT. The task is: Regression. Given a peptide amino acid sequence and an MHC pseudo amino acid sequence, predict their binding affinity value. This is MHC class I binding data. (1) The peptide sequence is IYKNKISDF. The MHC is HLA-A30:01 with pseudo-sequence HLA-A30:01. The binding affinity (normalized) is 0.0847. (2) The peptide sequence is TTRHRKPTY. The MHC is SLA-30401 with pseudo-sequence SLA-30401. The binding affinity (normalized) is 0.0847.